Task: Predict the reactants needed to synthesize the given product.. Dataset: Full USPTO retrosynthesis dataset with 1.9M reactions from patents (1976-2016) Given the product [CH3:1][O:2][C:3]([C:5]1[S:6][C:7]([Br:30])=[CH:8][C:9]=1[N:10]([C:11]([C@H:13]1[CH2:14][CH2:15][C@H:16]([CH3:19])[CH2:17][CH2:18]1)=[O:12])[CH:20]1[CH2:29][CH2:28][C:23](=[O:24])[CH2:22][CH2:21]1)=[O:4], predict the reactants needed to synthesize it. The reactants are: [CH3:1][O:2][C:3]([C:5]1[S:6][C:7]([Br:30])=[CH:8][C:9]=1[N:10]([CH:20]1[CH2:29][CH2:28][C:23]2(OCC[O:24]2)[CH2:22][CH2:21]1)[C:11]([C@H:13]1[CH2:18][CH2:17][C@H:16]([CH3:19])[CH2:15][CH2:14]1)=[O:12])=[O:4].Cl.